Dataset: Full USPTO retrosynthesis dataset with 1.9M reactions from patents (1976-2016). Task: Predict the reactants needed to synthesize the given product. (1) The reactants are: [C:1]([O:5][C:6]([NH:8][C@@H:9]([CH2:42][C:43]1[CH:48]=[CH:47][CH:46]=[CH:45][CH:44]=1)[CH2:10][C@@H:11]1[O:15]C(C)(C)[N:13](C(OCC2C=CC=CC=2)=O)[C@H:12]1[CH2:28][C:29]1[CH:34]=[CH:33][C:32]([C:35]2[CH:40]=[CH:39][C:38]([CH3:41])=[CH:37][N:36]=2)=[CH:31][CH:30]=1)=[O:7])([CH3:4])([CH3:3])[CH3:2].Cl. Given the product [NH2:13][C@@H:12]([CH2:28][C:29]1[CH:34]=[CH:33][C:32]([C:35]2[CH:40]=[CH:39][C:38]([CH3:41])=[CH:37][N:36]=2)=[CH:31][CH:30]=1)[C@@H:11]([OH:15])[CH2:10][C@@H:9]([NH:8][C:6](=[O:7])[O:5][C:1]([CH3:2])([CH3:3])[CH3:4])[CH2:42][C:43]1[CH:44]=[CH:45][CH:46]=[CH:47][CH:48]=1, predict the reactants needed to synthesize it. (2) The reactants are: C([C@@H]1COC(=O)N1[C:14](=[O:27])[C@@H:15]([C:17]1[CH:22]=[C:21]([O:23][CH3:24])[CH:20]=[C:19]([O:25][CH3:26])[CH:18]=1)[CH3:16])C1C=CC=CC=1.[OH-:28].[Li+].O.CCCCCC. Given the product [CH3:24][O:23][C:21]1[CH:22]=[C:17]([C@@H:15]([CH3:16])[C:14]([OH:27])=[O:28])[CH:18]=[C:19]([O:25][CH3:26])[CH:20]=1, predict the reactants needed to synthesize it. (3) The reactants are: [F:1][C:2]([F:24])([F:23])[C:3]1[CH:4]=[C:5]([C:13]2[N:17]=[CH:16][N:15](/[CH:18]=[CH:19]/[C:20](O)=[O:21])[N:14]=2)[CH:6]=[C:7]([C:9]([F:12])([F:11])[F:10])[CH:8]=1.[NH:25]([C:27]1[CH:32]=[N:31][CH:30]=[CH:29][N:28]=1)[NH2:26].C(P1(=O)OP(CCC)(=O)OP(CCC)(=O)O1)CC.CCN(C(C)C)C(C)C. Given the product [F:1][C:2]([F:24])([F:23])[C:3]1[CH:4]=[C:5]([C:13]2[N:17]=[CH:16][N:15](/[CH:18]=[CH:19]/[C:20]([N:25]([C:27]3[CH:32]=[N:31][CH:30]=[CH:29][N:28]=3)[NH2:26])=[O:21])[N:14]=2)[CH:6]=[C:7]([C:9]([F:11])([F:12])[F:10])[CH:8]=1, predict the reactants needed to synthesize it. (4) The reactants are: [CH3:1][C:2]1[C:7]([NH2:8])=[C:6]([N+:9]([O-:11])=[O:10])[CH:5]=[CH:4][CH:3]=1.Br[C:13]1[CH:18]=[CH:17][C:16]([CH2:19][CH2:20][OH:21])=[CH:15][CH:14]=1. Given the product [CH3:1][C:2]1[CH:3]=[CH:4][CH:5]=[C:6]([N+:9]([O-:11])=[O:10])[C:7]=1[NH:8][C:13]1[CH:18]=[CH:17][C:16]([CH2:19][CH2:20][OH:21])=[CH:15][CH:14]=1, predict the reactants needed to synthesize it. (5) Given the product [CH2:18]([NH:20][C:14]([C@H:11]1[CH2:12][CH2:13][C@@H:9]([N:8]([CH3:17])[C:6](=[O:7])[O:5][C:1]([CH3:2])([CH3:3])[CH3:4])[CH2:10]1)=[O:16])[CH3:19], predict the reactants needed to synthesize it. The reactants are: [C:1]([O:5][C:6]([N:8]([CH3:17])[C@@H:9]1[CH2:13][CH2:12][C@H:11]([C:14]([OH:16])=O)[CH2:10]1)=[O:7])([CH3:4])([CH3:3])[CH3:2].[CH2:18]([NH2:20])[CH3:19].Cl.CN(C)CCCN=C=NCC.O.ON1C2C=CC=CC=2N=N1.CN1CCOCC1. (6) The reactants are: [CH2:1]([O:3][C:4]([C:6]1[NH:7][N:8]=[C:9]([CH3:15])[C:10]=1[C:11]([F:14])([F:13])[F:12])=[O:5])[CH3:2].[CH3:16]I.[H-].[Na+]. Given the product [CH2:1]([O:3][C:4]([C:6]1[N:7]([CH3:16])[N:8]=[C:9]([CH3:15])[C:10]=1[C:11]([F:13])([F:14])[F:12])=[O:5])[CH3:2], predict the reactants needed to synthesize it. (7) Given the product [CH2:1]([O:3][C:4]1[CH:5]=[C:6]([C:13]2[CH:14]=[CH:15][N:16]=[CH:17][CH:18]=2)[CH:7]=[CH:8][C:9]=1[NH2:10])[CH3:2], predict the reactants needed to synthesize it. The reactants are: [CH2:1]([O:3][C:4]1[CH:5]=[C:6]([C:13]2[CH:18]=[CH:17][N:16]=[CH:15][CH:14]=2)[CH:7]=[CH:8][C:9]=1[N+:10]([O-])=O)[CH3:2].